From a dataset of Catalyst prediction with 721,799 reactions and 888 catalyst types from USPTO. Predict which catalyst facilitates the given reaction. Reactant: [CH3:1][C:2]1[CH:7]=[CH:6][C:5]([S:8][C:9]2[CH:14]=[CH:13][CH:12]=[CH:11][C:10]=2[NH2:15])=[C:4]([N+:16]([O-:18])=[O:17])[CH:3]=1.[C:19](Cl)(=[O:21])[CH3:20]. Product: [CH3:1][C:2]1[CH:7]=[CH:6][C:5]([S:8][C:9]2[CH:14]=[CH:13][CH:12]=[CH:11][C:10]=2[NH:15][C:19](=[O:21])[CH3:20])=[C:4]([N+:16]([O-:18])=[O:17])[CH:3]=1. The catalyst class is: 2.